Dataset: Full USPTO retrosynthesis dataset with 1.9M reactions from patents (1976-2016). Task: Predict the reactants needed to synthesize the given product. (1) Given the product [CH3:35][C:36]([CH3:41])([CH3:40])[CH2:37][CH2:38][N:1]1[CH2:6][CH2:5][CH:4]([N:7]2[CH:11]=[C:10]([NH:12][C:13](=[O:30])[CH:14]([NH:18][C:19](=[O:29])[CH2:20][C:21]3[CH:26]=[C:25]([F:27])[CH:24]=[C:23]([F:28])[CH:22]=3)[CH2:15][CH2:16][CH3:17])[N:9]=[CH:8]2)[CH2:3][CH2:2]1, predict the reactants needed to synthesize it. The reactants are: [NH:1]1[CH2:6][CH2:5][CH:4]([N:7]2[CH:11]=[C:10]([NH:12][C:13](=[O:30])[CH:14]([NH:18][C:19](=[O:29])[CH2:20][C:21]3[CH:26]=[C:25]([F:27])[CH:24]=[C:23]([F:28])[CH:22]=3)[CH2:15][CH2:16][CH3:17])[N:9]=[CH:8]2)[CH2:3][CH2:2]1.ClC(Cl)C.[CH3:35][C:36]([CH3:41])([CH3:40])[CH2:37][CH:38]=O.C(O[BH-](OC(=O)C)OC(=O)C)(=O)C.[Na+]. (2) Given the product [CH3:12][O:13][C:14]([C:16]1[C:17]([CH:26]([CH3:28])[CH3:27])=[C:18]2[N:23]([CH:24]=1)[N:22]=[CH:21][N:20]=[C:19]2[N:2]([CH3:1])[C:3]1[CH:4]=[C:5]2[CH:11]=[CH:10][NH:9][C:6]2=[N:7][CH:8]=1)=[O:15], predict the reactants needed to synthesize it. The reactants are: [CH3:1][NH:2][C:3]1[CH:4]=[C:5]2[CH:11]=[CH:10][NH:9][C:6]2=[N:7][CH:8]=1.[CH3:12][O:13][C:14]([C:16]1[C:17]([CH:26]([CH3:28])[CH3:27])=[C:18]2[N:23]([CH:24]=1)[N:22]=[CH:21][N:20]=[C:19]2Cl)=[O:15].Cl. (3) Given the product [C:1]([C:3]1[N:4]=[CH:5][C:6]([C:7]([NH:19][C:18]2[CH:20]=[CH:21][C:15]([O:14][CH2:12][CH3:13])=[CH:16][C:17]=2[N+:22]([O-:24])=[O:23])=[O:9])=[CH:10][CH:11]=1)#[N:2], predict the reactants needed to synthesize it. The reactants are: [C:1]([C:3]1[CH:11]=[CH:10][C:6]([C:7]([OH:9])=O)=[CH:5][N:4]=1)#[N:2].[CH2:12]([O:14][C:15]1[CH:21]=[CH:20][C:18]([NH2:19])=[C:17]([N+:22]([O-:24])=[O:23])[CH:16]=1)[CH3:13]. (4) Given the product [F:40][C:39]([F:41])([F:42])[O:38][C:35]1[CH:34]=[CH:33][C:32]([CH2:31][CH:27]([NH:26][C:16](=[O:18])[C:15]2[CH:14]=[CH:13][C:12]([O:11][CH2:10][CH2:9][C:8]([F:7])([F:22])[F:21])=[CH:20][CH:19]=2)[C:28]([OH:30])=[O:29])=[CH:37][CH:36]=1, predict the reactants needed to synthesize it. The reactants are: C(Cl)(=O)C(Cl)=O.[F:7][C:8]([F:22])([F:21])[CH2:9][CH2:10][O:11][C:12]1[CH:20]=[CH:19][C:15]([C:16]([OH:18])=O)=[CH:14][CH:13]=1.[OH-].[Na+].Cl.[NH2:26][CH:27]([CH2:31][C:32]1[CH:37]=[CH:36][C:35]([O:38][C:39]([F:42])([F:41])[F:40])=[CH:34][CH:33]=1)[C:28]([OH:30])=[O:29]. (5) Given the product [CH:1]1([N:4]([CH:21]2[CH2:26][CH2:25][N:24]([CH2:27][C:28]([OH:30])([CH3:31])[CH3:29])[CH2:23][CH2:22]2)[C:5]([C:7]2[CH:11]=[C:10]([C:12]3[CH:17]=[CH:16][C:15]([C:18]#[N:19])=[CH:14][C:13]=3[F:20])[O:9][N:8]=2)=[O:6])[CH2:3][CH2:2]1, predict the reactants needed to synthesize it. The reactants are: [CH:1]1([N:4]([CH:21]2[CH2:26][CH2:25][NH:24][CH2:23][CH2:22]2)[C:5]([C:7]2[CH:11]=[C:10]([C:12]3[CH:17]=[CH:16][C:15]([C:18]#[N:19])=[CH:14][C:13]=3[F:20])[O:9][N:8]=2)=[O:6])[CH2:3][CH2:2]1.[CH3:27][C:28]1([CH3:31])[O:30][CH2:29]1. (6) Given the product [NH2:2][C:1]1[N:16]([CH:13]([CH3:15])[CH3:14])[N:17]=[CH:9][C:3]=1[C:4]([OH:6])=[O:5], predict the reactants needed to synthesize it. The reactants are: [C:1](/[C:3](=[CH:9]/OCC)/[C:4]([O:6]CC)=[O:5])#[N:2].[CH:13]([NH:16][NH2:17])([CH3:15])[CH3:14]. (7) Given the product [CH:19]1([NH:18][C:16]([C:15]2[CH:14]=[CH:13][C:12]([C:9]3[N:7]4[CH:8]=[C:3]([C:1]([NH2:2])=[O:30])[N:4]=[C:5]([NH:24][CH2:25][CH:26]([CH3:28])[CH3:27])[C:6]4=[N:11][CH:10]=3)=[CH:23][CH:22]=2)=[O:17])[CH2:20][CH2:21]1, predict the reactants needed to synthesize it. The reactants are: [C:1]([C:3]1[N:4]=[C:5]([NH:24][CH2:25][CH:26]([CH3:28])[CH3:27])[C:6]2[N:7]([C:9]([C:12]3[CH:23]=[CH:22][C:15]([C:16]([NH:18][CH:19]4[CH2:21][CH2:20]4)=[O:17])=[CH:14][CH:13]=3)=[CH:10][N:11]=2)[CH:8]=1)#[N:2].C([O-])([O-])=[O:30].C([O-])([O-])=O.OO.OO.OO.[Na+].[Na+].[Na+].[Na+]. (8) Given the product [CH3:1][O:2][C:3]([CH:5]1[CH2:9][CH:8]([N:10]([C:43]([O:42][C:39]([CH3:41])([CH3:40])[CH3:38])=[O:44])[CH2:21][C:20]2[CH:23]=[CH:24][C:25]([F:27])=[CH:26][C:19]=2[F:18])[CH2:7][N:6]1[CH2:11][C:12]1[CH:17]=[CH:16][CH:15]=[CH:14][CH:13]=1)=[O:4], predict the reactants needed to synthesize it. The reactants are: [CH3:1][O:2][C:3]([CH:5]1[CH2:9][CH:8]([NH2:10])[CH2:7][N:6]1[CH2:11][C:12]1[CH:17]=[CH:16][CH:15]=[CH:14][CH:13]=1)=[O:4].[F:18][C:19]1[CH:26]=[C:25]([F:27])[CH:24]=[CH:23][C:20]=1[CH:21]=O.[O-]S([O-])(=O)=O.[Mg+2].[BH3-]C#N.[Na+].[CH3:38][C:39]([O:42][C:43](O[C:43]([O:42][C:39]([CH3:41])([CH3:40])[CH3:38])=[O:44])=[O:44])([CH3:41])[CH3:40].